Dataset: CYP2D6 inhibition data for predicting drug metabolism from PubChem BioAssay. Task: Regression/Classification. Given a drug SMILES string, predict its absorption, distribution, metabolism, or excretion properties. Task type varies by dataset: regression for continuous measurements (e.g., permeability, clearance, half-life) or binary classification for categorical outcomes (e.g., BBB penetration, CYP inhibition). Dataset: cyp2d6_veith. (1) The drug is COC(=O)[C@@]1(Cc2ccc(OC)cc2)[C@H]2c3cc(C(=O)N4CCCC4)n(Cc4ccc(OC(F)(F)F)cc4)c3C[C@H]2CN1C(=O)c1ccccc1. The result is 0 (non-inhibitor). (2) The compound is Cn1c(=O)c(-c2cccs2)nc2cnc(Oc3ccccc3)nc21. The result is 0 (non-inhibitor). (3) The result is 0 (non-inhibitor). The drug is C[C@@](N)(C(=O)O)c1cccc(CC(=O)O)c1.